This data is from Full USPTO retrosynthesis dataset with 1.9M reactions from patents (1976-2016). The task is: Predict the reactants needed to synthesize the given product. (1) The reactants are: [Cl:1][C:2]1[CH:28]=[CH:27][C:5]([CH2:6][N:7]2[C:15]3[C:10](=[CH:11][C:12]([CH:16]=[C:17]4[S:21][CH:20](SCCC)[NH:19][C:18]4=[O:26])=[CH:13][CH:14]=3)[CH:9]=[N:8]2)=[C:4]([C:29]([F:32])([F:31])[F:30])[CH:3]=1.[CH3:33][NH:34][CH2:35][C:36]1[CH:37]=[N:38][CH:39]=[CH:40][CH:41]=1. Given the product [Cl:1][C:2]1[CH:28]=[CH:27][C:5]([CH2:6][N:7]2[C:15]3[C:10](=[CH:11][C:12]([CH:16]=[C:17]4[S:21][C:20]([N:34]([CH3:33])[CH2:35][C:36]5[CH:37]=[N:38][CH:39]=[CH:40][CH:41]=5)=[N:19][C:18]4=[O:26])=[CH:13][CH:14]=3)[CH:9]=[N:8]2)=[C:4]([C:29]([F:30])([F:32])[F:31])[CH:3]=1, predict the reactants needed to synthesize it. (2) Given the product [CH3:1][O:2][C:3]1[CH:8]=[C:7]([NH:9][C:10](=[O:35])[C:11]2[CH:16]=[C:15]([CH2:17][C:18]3[C:19](=[O:30])[C:20]([O:28][CH3:29])=[C:21]([O:26][CH3:27])[C:22](=[O:25])[C:23]=3[CH3:24])[CH:14]=[CH:13][C:12]=2[OH:31])[CH:6]=[CH:5][N:4]=1, predict the reactants needed to synthesize it. The reactants are: [CH3:1][O:2][C:3]1[CH:8]=[C:7]([NH:9][C:10](=[O:35])[C:11]2[CH:16]=[C:15]([CH2:17][C:18]3[C:19](=[O:30])[C:20]([O:28][CH3:29])=[C:21]([O:26][CH3:27])[C:22](=[O:25])[C:23]=3[CH3:24])[CH:14]=[CH:13][C:12]=2[O:31]C(=O)C)[CH:6]=[CH:5][N:4]=1.C(=O)([O-])O.[Na+].